From a dataset of TCR-epitope binding with 47,182 pairs between 192 epitopes and 23,139 TCRs. Binary Classification. Given a T-cell receptor sequence (or CDR3 region) and an epitope sequence, predict whether binding occurs between them. (1) The epitope is NYSGVVTTVMF. The TCR CDR3 sequence is CASSARTSGGLDEQFF. Result: 0 (the TCR does not bind to the epitope). (2) The epitope is RLRAEAQVK. The TCR CDR3 sequence is CASSTYGTMEETQYF. Result: 1 (the TCR binds to the epitope). (3) The epitope is FLYNLLTRV. The TCR CDR3 sequence is CASGRGANSPLHF. Result: 0 (the TCR does not bind to the epitope). (4) The epitope is RISNCVADY. The TCR CDR3 sequence is CASSSRAGTSSYNEQFF. Result: 1 (the TCR binds to the epitope). (5) The epitope is KLWAQCVQL. The TCR CDR3 sequence is CASSWTSGALQNIQYF. Result: 1 (the TCR binds to the epitope). (6) The epitope is SFHSLHLLF. The TCR CDR3 sequence is CASSWPEETQYF. Result: 0 (the TCR does not bind to the epitope). (7) The epitope is TLIGDCATV. The TCR CDR3 sequence is CASSSDRGPLQNSPLHF. Result: 1 (the TCR binds to the epitope).